From a dataset of Catalyst prediction with 721,799 reactions and 888 catalyst types from USPTO. Predict which catalyst facilitates the given reaction. Reactant: [CH3:1][O:2][C:3]1[C:8]2[O:9][C:10]3([O:15][C:7]=2[C:6]([C:16]([OH:18])=[O:17])=[CH:5][CH:4]=1)[CH2:14][CH2:13][S:12][CH2:11]3.[C:19]([O-])([O-])=O.[K+].[K+].S(OC)(OC)(=O)=O.O. Product: [CH3:1][O:2][C:3]1[C:8]2[O:9][C:10]3([O:15][C:7]=2[C:6]([C:16]([O:18][CH3:19])=[O:17])=[CH:5][CH:4]=1)[CH2:14][CH2:13][S:12][CH2:11]3. The catalyst class is: 21.